From a dataset of Experimentally validated miRNA-target interactions with 360,000+ pairs, plus equal number of negative samples. Binary Classification. Given a miRNA mature sequence and a target amino acid sequence, predict their likelihood of interaction. (1) Result: 0 (no interaction). The protein sequence of the target gene is MPPKKQAQAGGSKKAEQKKKEKIIEDKTFGLKNKKGAKQQKFIKAVTHQVKFGQQNPRQVAQSEAEKKLKKDDKKKELQELNELFKPVVAAQKISKGADPKSVVCAFFKQGQCTKGDKCKFSHDLTLERKCEKRSVYIDARDEELEKDTMDNWDEKKLEEVVNKKHGEAEKKKPKTQIVCKHFLEAIENNKYGWFWVCPGGGDICMYRHALPPGFVLKKDKKKEEKEDEISLEDLIERERSALGPNVTKITLESFLAWKKRKRQEKIDKLEQDMERRKADFKAGKALVISGREVFEFRPE.... The miRNA is mmu-miR-153-3p with sequence UUGCAUAGUCACAAAAGUGAUC. (2) The miRNA is dme-miR-303-5p with sequence UUUAGGUUUCACAGGAAACUGGU. The protein sequence of the target gene is MDSYFKAAVSDLDKLLDDFEQNPDEQDYLQDVQNAYDSNHCSVSSELASSQRTSLLPKDQECVNSCASSETSYGTNESSLNEKTLKGLTSIQNEKNVTGLDLLSSVDGGTSDEIQPLYMGRCSKPICDLISDMGNLVHATNSEEDIKKLLPDDFKSNADSLIGLDLSSVSDTPCVSSTDHDSDTVREQQNDISSELQNREIGGIKELGIKVDTTLSDSYNYSGTENLKDKKIFNQLESIVDFNMSSALTRQSSKMFHAKDKLQHKSQPCGLLKDVGLVKEEVDVAVITAAECLKEEGKTS.... Result: 0 (no interaction). (3) The miRNA is hsa-miR-6818-5p with sequence UUGUGUGAGUACAGAGAGCAUC. The protein sequence of the target gene is MAEHPPLLDTTQILSSDISLLSAPIVSADGTQQVILVQVNPGEAFTIRREDGQFQCITGPAQVPMMSPNGSVPPIYVPPGYAPQVIEDNGVRRVVVVPQAPEFHPGSHTVLHRSPHPPLPGFIPVPTMMPPPPRHMYSPVTGAGDMTTQYMPQYQSSQVYGDVDAHSTHGRSNFRDERSSKTYERLQKKLKDRQGTQKDKMSSPPSSPQKCPSPINEHNGLIKGQIAGGINTGSAKIKSGKGKGGTQVDTEIEEKDEETKAFEALLSNIVKPVASDIQARTVVLTWSPPSSLINGETDES.... Result: 0 (no interaction). (4) Result: 1 (interaction). The protein sequence of the target gene is MARAAGARGPAGWCRRRGRCGRGTLLAFAAWTAGWVLAAALLLRAHPGVLSERCTDEKSRRILAALCQDYQGGTLAGDLCEDLCVAGELLFQRCLHYNRGKKVLQADWRGRPVVLKSKEEAFSSFPPLSLLEEEAGEGGQDMPEAELLLMVAGEVKSALGLELSNSSLGPWWPGRRGPRWRGQLASLWALLQQEEYVYFSLLQDLSPHVLPVLGSCGHFYAVEFLAAGSPHHRALFPLDRAPGAPGGGQAKAISDIALSFLDMVNHFDSDFSHRLHLCDIKPENFAIRSDFTVVAIDVDM.... The miRNA is hsa-miR-7849-3p with sequence GACAAUUGUUGAUCUUGGGCCU. (5) The miRNA is mmu-miR-129-5p with sequence CUUUUUGCGGUCUGGGCUUGC. The protein sequence of the target gene is MLRAPRTLAPATAQPTKSLPALNPTELWPSGLSSPQLCPATTATTYYTSLYTQTVPSSVALGTCLDATPHGPEGQIVRCAPAGRLPAKRKLDLEGIGRPTVPEFRTPKGKCIRVDGLPSPKTPKSPGEKTRYDTSLGLLTKKFIYLLSESEDGVLDLNWAAEVLDVQKRRIYDITNVLEGIQLIRKKSKNNIQWVGRELFEDPTRPSRQQQLGQELKELMNAEQTLDQLIQSCSLSFKHLTEDNANKKLAYVTYQDIRAVGNFKEQTVIAVKAPPQTRLEVPDRAEENLQIYLKSTQGPI.... Result: 1 (interaction). (6) The miRNA is hsa-miR-1197 with sequence UAGGACACAUGGUCUACUUCU. The protein sequence of the target gene is MAEDKSKRDSIEMSMKGCQTNNGFVHNEDILEQTPDPGSSTDNLKHSTRGILGSQEPDFKGVQPYAGMPKEVLFQFSGQARYRIPREILFWLTVASVLVLIAATIAIIALSPKCLDWWQEGPMYQIYPRSFKDSNKDGNGDLKGIQDKLDYITALNIKTVWITSFYKSSLKDFRYGVEDFREVDPIFGTMEDFENLVAAIHDKGLKLIIDFIPNHTSDKHIWFQLSRTRTGKYTDYYIWHDCTHENGKTIPPNNWLSVYGNSSWHFDEVRNQCYFHQFMKEQPDLNFRNPDVQEEIKEIL.... Result: 0 (no interaction).